This data is from Full USPTO retrosynthesis dataset with 1.9M reactions from patents (1976-2016). The task is: Predict the reactants needed to synthesize the given product. Given the product [Cl:26][C:27]1[CH:40]=[CH:39][C:30]([O:31][C:32]2[CH:37]=[CH:36][C:35]([N:10]3[C@@H:11]([C:13]4[CH:18]=[CH:17][CH:16]=[C:15]([C:19]([F:20])([F:21])[F:22])[CH:14]=4)[CH2:12][NH:8][C:9]3=[O:23])=[CH:34][CH:33]=2)=[CH:29][CH:28]=1.[Cl:26][C:27]1[CH:40]=[CH:39][C:30]([O:31][C:32]2[CH:37]=[CH:36][C:35]([N:10]3[C@@H:11]([C:13]4[CH:18]=[CH:17][CH:16]=[C:15]([C:19]([F:21])([F:22])[F:20])[CH:14]=4)[CH2:12][N:8]([CH2:7][C:6]4[CH:5]=[CH:4][C:3]([O:2][CH3:1])=[CH:25][CH:24]=4)[C:9]3=[O:23])=[CH:34][CH:33]=2)=[CH:29][CH:28]=1, predict the reactants needed to synthesize it. The reactants are: [CH3:1][O:2][C:3]1[CH:25]=[CH:24][C:6]([CH2:7][N:8]2[CH2:12][C@H:11]([C:13]3[CH:18]=[CH:17][CH:16]=[C:15]([C:19]([F:22])([F:21])[F:20])[CH:14]=3)[NH:10][C:9]2=[O:23])=[CH:5][CH:4]=1.[Cl:26][C:27]1[CH:40]=[CH:39][C:30]([O:31][C:32]2[CH:37]=[CH:36][C:35](I)=[CH:34][CH:33]=2)=[CH:29][CH:28]=1.CN[C@@H]1CCCC[C@H]1NC.[O-]P([O-])([O-])=O.[K+].[K+].[K+].